This data is from Catalyst prediction with 721,799 reactions and 888 catalyst types from USPTO. The task is: Predict which catalyst facilitates the given reaction. Reactant: [O:1]1[CH2:5][CH2:4][O:3][CH:2]1[C:6]1[N:15]=[C:14]2[C:9]([CH2:10][CH2:11][C:12](=[O:16])[NH:13]2)=[CH:8][C:7]=1[O:17][CH3:18].[CH3:19]C(C)([O-])C.[K+].CI. Product: [O:3]1[CH2:4][CH2:5][O:1][CH:2]1[C:6]1[N:15]=[C:14]2[C:9]([CH2:10][CH2:11][C:12](=[O:16])[N:13]2[CH3:19])=[CH:8][C:7]=1[O:17][CH3:18]. The catalyst class is: 18.